This data is from Full USPTO retrosynthesis dataset with 1.9M reactions from patents (1976-2016). The task is: Predict the reactants needed to synthesize the given product. (1) Given the product [OH:34][CH:11]([CH2:10][O:9][P:4]([OH:5])([OH:6])=[O:3])[CH2:12][O:13][C:14]([N:16]1[C:24]2[C:19](=[CH:20][CH:21]=[CH:22][CH:23]=2)/[C:18](=[CH:25]/[C:26]2[NH:27][C:28]([CH3:32])=[CH:29][C:30]=2[CH3:31])/[C:17]1=[O:33])=[O:15], predict the reactants needed to synthesize it. The reactants are: CO[O:3][P:4]([O:9][CH2:10][CH:11]([OH:34])[CH2:12][O:13][C:14]([N:16]1[C:24]2[C:19](=[CH:20][CH:21]=[CH:22][CH:23]=2)/[C:18](=[CH:25]/[C:26]2[NH:27][C:28]([CH3:32])=[CH:29][C:30]=2[CH3:31])/[C:17]1=[O:33])=[O:15])([O:6]OC)=[O:5].C[Si](Br)(C)C. (2) Given the product [Cl:1][C:2]1[C:3]2[C:4]3[CH2:15][N:14]([CH3:16])[CH2:13][CH2:12][C:5]=3[N:6]([CH2:35][C:36]([C:39]3[CH:40]=[N:41][CH:42]=[CH:43][CH:44]=3)([OH:37])[CH3:38])[C:7]=2[CH:8]=[CH:9][C:10]=1[CH3:11], predict the reactants needed to synthesize it. The reactants are: [Cl:1][C:2]1[C:3]2[C:4]3[CH2:15][N:14]([CH3:16])[CH2:13][CH2:12][C:5]=3[NH:6][C:7]=2[CH:8]=[CH:9][C:10]=1[CH3:11].ClC1C(C)=CC2C3CN(C)CCC=3NC=2C=1.[H-].[Na+].[CH3:35][C:36]1([C:39]2[CH:40]=[N:41][CH:42]=[CH:43][CH:44]=2)[CH2:38][O:37]1. (3) Given the product [F:22][C:19]1[CH:20]=[CH:21][C:16]2[N:17]([C:13]([C@@H:10]3[CH2:11][CH2:12][NH:8][CH2:9]3)=[N:14][N:15]=2)[CH:18]=1, predict the reactants needed to synthesize it. The reactants are: C(OC([N:8]1[CH2:12][CH2:11][C@@H:10]([C:13]2[N:17]3[CH:18]=[C:19]([F:22])[CH:20]=[CH:21][C:16]3=[N:15][N:14]=2)[CH2:9]1)=O)(C)(C)C.C(O)(C(F)(F)F)=O. (4) The reactants are: [Br:1][CH2:2][C:3]1[CH:11]=[CH:10][CH:9]=[C:8]2[C:4]=1[CH:5]=[N:6][NH:7]2.[O:12]1[CH:17]=[CH:16][CH2:15][CH2:14][CH2:13]1.O.C1(C)C=CC(S(O)(=O)=O)=CC=1.C(=O)([O-])[O-].[Na+].[Na+]. Given the product [Br:1][CH2:2][C:3]1[CH:11]=[CH:10][CH:9]=[C:8]2[C:4]=1[CH:5]=[N:6][N:7]2[CH:13]1[CH2:14][CH2:15][CH2:16][CH2:17][O:12]1, predict the reactants needed to synthesize it. (5) Given the product [CH2:32]([S:31][C:18]1[N:19]=[C:20]([NH:21][C@@H:22]2[CH2:24][C@H:23]2[C:25]2[CH:26]=[CH:27][CH:28]=[CH:29][CH:30]=2)[C:15]2[N:14]=[N:13][N:12]([C@@H:9]3[C:6]4([CH2:7][CH2:8]4)[C@H:5]([OH:4])[CH:11]=[CH:10]3)[C:16]=2[N:17]=1)[CH2:33][CH3:34], predict the reactants needed to synthesize it. The reactants are: C([O:4][C@@H:5]1[CH:11]=[CH:10][C@H:9]([N:12]2[C:16]3[N:17]=[C:18]([S:31][CH2:32][CH2:33][CH3:34])[N:19]=[C:20]([NH:21][C@@H:22]4[CH2:24][C@H:23]4[C:25]4[CH:30]=[CH:29][CH:28]=[CH:27][CH:26]=4)[C:15]=3[N:14]=[N:13]2)[C:6]21[CH2:8][CH2:7]2)(=O)C.C(=O)([O-])[O-].[K+].[K+]. (6) The reactants are: [Br:1][C:2]1[C:14](=[O:15])[N:13]([CH2:16][CH3:17])[C:5]2[N:6]=[C:7](S(C)=O)[N:8]=[CH:9][C:4]=2[CH:3]=1.[CH3:18][N:19]1[CH2:24][CH2:23][N:22]([C:25]2[CH:31]=[CH:30][C:28]([NH2:29])=[CH:27][CH:26]=2)[CH2:21][CH2:20]1. Given the product [Br:1][C:2]1[C:14](=[O:15])[N:13]([CH2:16][CH3:17])[C:5]2[N:6]=[C:7]([NH:29][C:28]3[CH:27]=[CH:26][C:25]([N:22]4[CH2:21][CH2:20][N:19]([CH3:18])[CH2:24][CH2:23]4)=[CH:31][CH:30]=3)[N:8]=[CH:9][C:4]=2[CH:3]=1, predict the reactants needed to synthesize it. (7) Given the product [CH3:14][C:13]1[N:25]=[C:9]2[N:8]=[C:7]([C:15]3[CH:22]=[CH:21][C:18]([CH:19]=[O:20])=[CH:17][CH:16]=3)[C:6]([C:3]3[CH:4]=[CH:5][S:1][CH:2]=3)=[CH:11][N:10]2[N:12]=1, predict the reactants needed to synthesize it. The reactants are: [S:1]1[CH:5]=[CH:4][C:3]([C:6]2[C:7]([C:15]3[CH:22]=[CH:21][C:18]([CH:19]=[O:20])=[CH:17][CH:16]=3)=[N:8][C:9]3[N:10]([N:12]=[CH:13][CH:14]=3)[CH:11]=2)=[CH:2]1.CC1NN=C(N)[N:25]=1. (8) Given the product [C:1]12([C:11]3[N:12]=[C:13]4[N:17]([CH:18]=3)[C:16]([C:35]3[CH:36]=[C:37]([CH2:38][OH:39])[CH:40]=[CH:41][CH:42]=3)=[CH:15][S:14]4)[CH2:2][CH:3]3[CH2:9][CH:7]([CH2:6][CH:5]([CH2:4]3)[CH2:10]1)[CH2:8]2, predict the reactants needed to synthesize it. The reactants are: [C:1]12([C:11]3[N:12]=[C:13]4[N:17]([CH:18]=3)[C:16](OS(C(F)(F)F)(=O)=O)=[CH:15][S:14]4)[CH2:10][CH:5]3[CH2:6][CH:7]([CH2:9][CH:3]([CH2:4]3)[CH2:2]1)[CH2:8]2.CC1(C)C(C)(C)OB([C:35]2[CH:36]=[C:37]([CH:40]=[CH:41][CH:42]=2)[CH2:38][OH:39])O1.